This data is from Full USPTO retrosynthesis dataset with 1.9M reactions from patents (1976-2016). The task is: Predict the reactants needed to synthesize the given product. (1) Given the product [CH3:1][C:2]1[CH:3]=[C:4]([NH:11][C:12]([N:30]2[CH2:31][CH2:32][C:27]([C:21]3[CH:26]=[CH:25][CH:24]=[CH:23][CH:22]=3)([C:33]3[CH:38]=[CH:37][CH:36]=[CH:35][CH:34]=3)[CH2:28][CH2:29]2)=[O:14])[C:5]([O:9][CH3:10])=[N:6][C:7]=1[CH3:8], predict the reactants needed to synthesize it. The reactants are: [CH3:1][C:2]1[CH:3]=[C:4]([N:11](C2C=CC=CC=2)[C:12](=[O:14])[O-])[C:5]([O:9][CH3:10])=[N:6][C:7]=1[CH3:8].[C:21]1([C:27]2([C:33]3[CH:38]=[CH:37][CH:36]=[CH:35][CH:34]=3)[CH2:32][CH2:31][NH:30][CH2:29][CH2:28]2)[CH:26]=[CH:25][CH:24]=[CH:23][CH:22]=1.C1CCN2C(=NCCC2)CC1. (2) The reactants are: [O:1]([C:8]1[CH:17]=[CH:16][C:15]2[C:10](=[CH:11][CH:12]=[C:13]([OH:18])[CH:14]=2)[N:9]=1)[C:2]1[CH:7]=[CH:6][CH:5]=[CH:4][CH:3]=1.N1C=CC=CC=1.[F:25][C:26]([F:39])([F:38])[S:27](O[S:27]([C:26]([F:39])([F:38])[F:25])(=[O:29])=[O:28])(=[O:29])=[O:28]. Given the product [F:25][C:26]([F:39])([F:38])[S:27]([O:18][C:13]1[CH:14]=[C:15]2[C:10](=[CH:11][CH:12]=1)[N:9]=[C:8]([O:1][C:2]1[CH:3]=[CH:4][CH:5]=[CH:6][CH:7]=1)[CH:17]=[CH:16]2)(=[O:29])=[O:28], predict the reactants needed to synthesize it. (3) Given the product [CH2:1]([O:8][C:9]1[CH:10]=[CH:11][C:12]([C:15]2[O:16][C:17]3[CH:27]=[C:26]([N:28]([CH2:33][C:34]4[CH:35]=[CH:36][C:37]([O:40][CH3:41])=[CH:38][CH:39]=4)[S:29]([CH3:32])(=[O:31])=[O:30])[C:25]([CH:42]4[CH2:43][CH2:44]4)=[CH:24][C:18]=3[C:19]=2[CH2:20][OH:21])=[CH:13][CH:14]=1)[C:2]1[CH:3]=[CH:4][CH:5]=[CH:6][CH:7]=1, predict the reactants needed to synthesize it. The reactants are: [CH2:1]([O:8][C:9]1[CH:14]=[CH:13][C:12]([C:15]2[O:16][C:17]3[CH:27]=[C:26]([N:28]([CH2:33][C:34]4[CH:39]=[CH:38][C:37]([O:40][CH3:41])=[CH:36][CH:35]=4)[S:29]([CH3:32])(=[O:31])=[O:30])[C:25]([CH:42]4[CH2:44][CH2:43]4)=[CH:24][C:18]=3[C:19]=2[C:20](OC)=[O:21])=[CH:11][CH:10]=1)[C:2]1[CH:7]=[CH:6][CH:5]=[CH:4][CH:3]=1.[H-].[Al+3].[Li+].[H-].[H-].[H-].O.[OH-].[Na+]. (4) Given the product [Cl:13][C:14]1[CH:15]=[C:16]([N:21]=[C:22]2[N:9]([CH2:2][C:3]3[CH:4]=[CH:5][CH:6]=[CH:7][CH:8]=3)[CH2:10][CH2:11][S:23]2)[CH:17]=[CH:18][C:19]=1[Cl:20], predict the reactants needed to synthesize it. The reactants are: [Cl-].[CH2:2]([NH2+:9][CH2:10][CH2:11]Cl)[C:3]1[CH:8]=[CH:7][CH:6]=[CH:5][CH:4]=1.[Cl:13][C:14]1[CH:15]=[C:16]([N:21]=[C:22]=[S:23])[CH:17]=[CH:18][C:19]=1[Cl:20]. (5) Given the product [CH:17]1[C:8]2[CH2:9][CH2:10][C:11]3[CH:16]=[CH:15][CH:14]=[CH:13][C:12]=3[C:6](=[CH:5][C:4]3[CH:21]=[C:22]([CH:23]=[CH:2][CH:3]=3)[C:24]#[N:25])[C:7]=2[CH:20]=[CH:19][CH:18]=1, predict the reactants needed to synthesize it. The reactants are: Br[C:2]1[CH:3]=[C:4]([CH:21]=[CH:22][CH:23]=1)[CH:5]=[C:6]1[C:12]2[CH:13]=[CH:14][CH:15]=[CH:16][C:11]=2[CH2:10][CH2:9][C:8]2[CH:17]=[CH:18][CH:19]=[CH:20][C:7]1=2.[C:24]([Cu])#[N:25].CCOC(C)=O. (6) The reactants are: O[CH2:2][CH2:3][CH2:4][C@H:5]([NH:13][C:14]([O:16][C:17]([CH3:20])([CH3:19])[CH3:18])=[O:15])[C:6]([O:8][C:9]([CH3:12])([CH3:11])[CH3:10])=[O:7].C1(P(C2C=CC=CC=2)C2C=CC=CC=2)C=CC=CC=1.N1C=CN=C1.[I:45]I. Given the product [I:45][CH2:2][CH2:3][CH2:4][C@H:5]([NH:13][C:14]([O:16][C:17]([CH3:20])([CH3:19])[CH3:18])=[O:15])[C:6]([O:8][C:9]([CH3:12])([CH3:11])[CH3:10])=[O:7], predict the reactants needed to synthesize it. (7) Given the product [NH2:29][C:25]1[O:1][C:2]2[C:10]([CH:18]([C:17]3[CH:16]=[C:15]([O:21][CH3:22])[C:14]([O:23][CH3:24])=[C:13]([Br:12])[CH:20]=3)[C:26]=1[C:27]#[N:28])=[CH:9][CH:8]=[C:7]1[N:6]([CH3:11])[CH:5]=[CH:4][C:3]=21, predict the reactants needed to synthesize it. The reactants are: [OH:1][C:2]1[CH:10]=[CH:9][CH:8]=[C:7]2[C:3]=1[CH:4]=[CH:5][N:6]2[CH3:11].[Br:12][C:13]1[C:14]([O:23][CH3:24])=[C:15]([O:21][CH3:22])[CH:16]=[C:17]([CH:20]=1)[CH:18]=O.[C:25](#[N:29])[CH2:26][C:27]#[N:28].N1CCCCC1. (8) The reactants are: [CH3:1][C:2]1[C:6](=[O:7])[O:5][CH2:4][C:3]=1[N:8]1[CH2:12][C:11](=[O:13])[C:10]2([CH2:18][CH2:17][N:16](C(OC(C)(C)C)=O)[CH2:15][CH2:14]2)[C:9]1=[O:26].FC(F)(F)C(O)=O. Given the product [CH3:1][C:2]1[C:6](=[O:7])[O:5][CH2:4][C:3]=1[N:8]1[CH2:12][C:11](=[O:13])[C:10]2([CH2:18][CH2:17][NH:16][CH2:15][CH2:14]2)[C:9]1=[O:26], predict the reactants needed to synthesize it. (9) Given the product [C:6]1([S:12]([C:15]([CH3:17])([CH3:16])[CH2:19][CH2:18][OH:20])(=[O:14])=[O:13])[CH:11]=[CH:10][CH:9]=[CH:8][CH:7]=1, predict the reactants needed to synthesize it. The reactants are: C([Li])CCC.[C:6]1([S:12]([CH:15]([CH3:17])[CH3:16])(=[O:14])=[O:13])[CH:11]=[CH:10][CH:9]=[CH:8][CH:7]=1.[CH2:18]1[O:20][CH2:19]1. (10) Given the product [P:1]([OH:33])([OH:25])([O:3][CH2:4][C@@H:5]1[C@@H:12]([OH:11])[C@@H:8]([OH:9])[C@H:7]([N:15]2[CH:20]=[CH:19][N:18]=[C:17]([C:21]([NH2:23])=[O:22])[C:16]2=[O:24])[O:6]1)=[O:2], predict the reactants needed to synthesize it. The reactants are: [P:1]([O:33]CC1C=CC=CC=1)([O:25]CC1C=CC=CC=1)([O:3][CH2:4][C@@H:5]1[C@@H:12]2[C@@H:8]([O:9]C(C)(C)[O:11]2)[C@H:7]([N:15]2[CH:20]=[CH:19][N:18]=[C:17]([C:21]([NH2:23])=[O:22])[C:16]2=[O:24])[O:6]1)=[O:2].